Predict which catalyst facilitates the given reaction. From a dataset of Catalyst prediction with 721,799 reactions and 888 catalyst types from USPTO. (1) Reactant: [C:1]([O:5][C:6](=[O:32])[NH:7][C@H:8]([C:18](N1[C@@H](C2C=CC=CC=2)COC1=O)=[O:19])[C@H:9]([C:12]1[CH:17]=[CH:16][CH:15]=[CH:14][CH:13]=1)[CH2:10][CH3:11])([CH3:4])([CH3:3])[CH3:2].[OH:33]O.O.[OH-].[Li+]. Product: [C:1]([O:5][C:6]([NH:7][C@@H:8]([C@H:9]([C:12]1[CH:13]=[CH:14][CH:15]=[CH:16][CH:17]=1)[CH2:10][CH3:11])[C:18]([OH:19])=[O:33])=[O:32])([CH3:2])([CH3:3])[CH3:4]. The catalyst class is: 30. (2) Reactant: [Br:1][C:2]1[C:3](F)=[C:4]2[C:10]([NH:11][C:12](=[O:19])[C:13]3[CH:18]=[CH:17][CH:16]=[N:15][CH:14]=3)=[CH:9][NH:8][C:5]2=[N:6][CH:7]=1.[CH3:21][C:22]1([NH:27]C(=O)OC(C)(C)C)[CH2:26][CH2:25][NH:24][CH2:23]1.CCN(C(C)C)C(C)C.C(O)(C(F)(F)F)=O.C(Cl)[Cl:52]. Product: [ClH:52].[NH2:27][C:22]1([CH3:21])[CH2:26][CH2:25][N:24]([C:3]2[C:2]([Br:1])=[CH:7][N:6]=[C:5]3[NH:8][CH:9]=[C:10]([NH:11][C:12](=[O:19])[C:13]4[CH:18]=[CH:17][CH:16]=[N:15][CH:14]=4)[C:4]=23)[CH2:23]1. The catalyst class is: 114. (3) The catalyst class is: 18. Reactant: [H-].[Na+].[NH:3]1[C:7]2[CH:8]=[CH:9][CH:10]=[CH:11][C:6]=2[N:5]=[C:4]1[C:12]([O:14][CH2:15][CH3:16])=[O:13].[Br:17][CH2:18][CH2:19]Br. Product: [Br:17][CH2:18][CH2:19][N:3]1[C:7]2[CH:8]=[CH:9][CH:10]=[CH:11][C:6]=2[N:5]=[C:4]1[C:12]([O:14][CH2:15][CH3:16])=[O:13]. (4) Reactant: [CH:1]([O:4][C:5]1[C:10]([O:11][CH3:12])=[CH:9][C:8]2[O:13][CH2:14][C:15]3[C:19]([C:20](O)=[O:21])=[N:18][N:17]([C:23]4[CH:27]=[CH:26][S:25][CH:24]=4)[C:16]=3[C:7]=2[CH:6]=1)([CH3:3])[CH3:2].[C:28]([NH:32][CH3:33])([CH3:31])([CH3:30])[CH3:29].CN(C(ON1N=NC2C=CC=NC1=2)=[N+](C)C)C.F[P-](F)(F)(F)(F)F.CCN(C(C)C)C(C)C. Product: [C:28]([N:32]([CH3:33])[C:20]([C:19]1[C:15]2[CH2:14][O:13][C:8]3[CH:9]=[C:10]([O:11][CH3:12])[C:5]([O:4][CH:1]([CH3:3])[CH3:2])=[CH:6][C:7]=3[C:16]=2[N:17]([C:23]2[CH:27]=[CH:26][S:25][CH:24]=2)[N:18]=1)=[O:21])([CH3:31])([CH3:30])[CH3:29]. The catalyst class is: 2. (5) Reactant: [H-].[Al+3].[Li+].[H-].[H-].[H-].C[O:8][C:9]([C:11]1[CH:15]=[C:14]([C:16]2[CH:21]=[C:20]([CH3:22])[CH:19]=[CH:18][C:17]=2[F:23])[O:13][N:12]=1)=O. Product: [F:23][C:17]1[CH:18]=[CH:19][C:20]([CH3:22])=[CH:21][C:16]=1[C:14]1[O:13][N:12]=[C:11]([CH2:9][OH:8])[CH:15]=1. The catalyst class is: 1. (6) Reactant: [C:1](Cl)(=[O:4])[CH:2]=[CH2:3].[CH3:6][N:7]([CH3:39])[C@H:8]1[CH2:12][CH2:11][N:10]([C:13]2[CH:18]=[C:17]([O:19][CH3:20])[C:16]([NH:21][C:22]3[N:27]=[C:26]([C:28]4[C:36]5[C:31](=[CH:32][CH:33]=[CH:34][CH:35]=5)[N:30]([CH3:37])[CH:29]=4)[CH:25]=[CH:24][N:23]=3)=[CH:15][C:14]=2[NH2:38])[CH2:9]1. Product: [CH3:39][N:7]([CH3:6])[C@H:8]1[CH2:12][CH2:11][N:10]([C:13]2[CH:18]=[C:17]([O:19][CH3:20])[C:16]([NH:21][C:22]3[N:27]=[C:26]([C:28]4[C:36]5[C:31](=[CH:32][CH:33]=[CH:34][CH:35]=5)[N:30]([CH3:37])[CH:29]=4)[CH:25]=[CH:24][N:23]=3)=[CH:15][C:14]=2[NH:38][C:1](=[O:4])[CH:2]=[CH2:3])[CH2:9]1. The catalyst class is: 2. (7) Reactant: [F:1][C:2]1[C:7]([O:8][CH3:9])=[CH:6][C:5]([O:10][CH3:11])=[C:4]([F:12])[C:3]=1[N:13]1[C:22](=[O:23])[C:21]2([CH2:25][CH2:24]2)[C:20]2[C:15](=[CH:16][N:17]=[C:18]([C:26]#[N:27])[CH:19]=2)[CH2:14]1.[H-].C([Al+]CC(C)C)C(C)C. Product: [NH2:27][CH2:26][C:18]1[CH:19]=[C:20]2[C:15](=[CH:16][N:17]=1)[CH2:14][N:13]([C:3]1[C:4]([F:12])=[C:5]([O:10][CH3:11])[CH:6]=[C:7]([O:8][CH3:9])[C:2]=1[F:1])[C:22](=[O:23])[C:21]12[CH2:25][CH2:24]1. The catalyst class is: 1. (8) Reactant: S([O-])(=O)(=O)C.N[CH2:7][CH:8]([C:10]1[CH:15]=[CH:14][CH:13]=[CH:12][CH:11]=1)[OH:9]. Product: [C:10]1([CH:8]([OH:9])[CH3:7])[CH:15]=[CH:14][CH:13]=[CH:12][CH:11]=1. The catalyst class is: 2. (9) Reactant: [CH2:1]([O:8][C:9]1[CH:14]=[CH:13][C:12]([CH:15](OC)[C:16]2[C:24]3[C:19](=[N:20][CH:21]=[CH:22][CH:23]=3)[NH:18][CH:17]=2)=[CH:11][C:10]=1[O:27][CH3:28])[C:2]1[CH:7]=[CH:6][CH:5]=[CH:4][CH:3]=1.FC(F)(F)C(O)=O.C([SiH](CC)CC)C. Product: [CH2:1]([O:8][C:9]1[CH:14]=[CH:13][C:12]([CH2:15][C:16]2[C:24]3[C:19](=[N:20][CH:21]=[CH:22][CH:23]=3)[NH:18][CH:17]=2)=[CH:11][C:10]=1[O:27][CH3:28])[C:2]1[CH:7]=[CH:6][CH:5]=[CH:4][CH:3]=1. The catalyst class is: 10.